The task is: Predict the product of the given reaction.. This data is from Forward reaction prediction with 1.9M reactions from USPTO patents (1976-2016). Given the reactants [N:1]([CH:4]([C:6]1[CH:7]=[C:8]([C:23]#[N:24])[C:9]2[CH:10]=[CH:11][CH:12]=[N:13][C:14]=2[C:15]=1[C:16]1[CH:21]=[CH:20][CH:19]=[C:18]([F:22])[CH:17]=1)[CH3:5])=[N+]=[N-].O.CP(C)C.C(OCC)(=O)C, predict the reaction product. The product is: [NH2:1][CH:4]([C:6]1[CH:7]=[C:8]([C:23]#[N:24])[C:9]2[CH:10]=[CH:11][CH:12]=[N:13][C:14]=2[C:15]=1[C:16]1[CH:21]=[CH:20][CH:19]=[C:18]([F:22])[CH:17]=1)[CH3:5].